This data is from Peptide-MHC class II binding affinity with 134,281 pairs from IEDB. The task is: Regression. Given a peptide amino acid sequence and an MHC pseudo amino acid sequence, predict their binding affinity value. This is MHC class II binding data. (1) The MHC is DRB1_0901 with pseudo-sequence DRB1_0901. The binding affinity (normalized) is 0.162. The peptide sequence is THMMIWHSNLNDTTY. (2) The peptide sequence is DVKFPGGGQIVGYVY. The MHC is HLA-DQA10501-DQB10301 with pseudo-sequence HLA-DQA10501-DQB10301. The binding affinity (normalized) is 0.647. (3) The peptide sequence is AFKVAHTAANAAPAN. The MHC is DRB1_1001 with pseudo-sequence DRB1_1001. The binding affinity (normalized) is 0.789. (4) The peptide sequence is FKVAATAAATAPADDKFTVF. The MHC is DRB1_0701 with pseudo-sequence DRB1_0701. The binding affinity (normalized) is 0.788.